From a dataset of Full USPTO retrosynthesis dataset with 1.9M reactions from patents (1976-2016). Predict the reactants needed to synthesize the given product. (1) Given the product [C:11]([C:15]1[N:19]([CH2:20][CH2:21][C:22]2[CH:27]=[CH:26][CH:25]=[CH:24][CH:23]=2)[C:18]([CH3:28])=[C:17]([C:29]([O:31][CH2:32][CH3:33])=[O:30])[C:16]=1[CH:8]=[O:9])([CH3:14])([CH3:12])[CH3:13], predict the reactants needed to synthesize it. The reactants are: P(Cl)(Cl)(Cl)=O.CN(C)[CH:8]=[O:9].[C:11]([C:15]1[N:19]([CH2:20][CH2:21][C:22]2[CH:27]=[CH:26][CH:25]=[CH:24][CH:23]=2)[C:18]([CH3:28])=[C:17]([C:29]([O:31][CH2:32][CH3:33])=[O:30])[CH:16]=1)([CH3:14])([CH3:13])[CH3:12]. (2) The reactants are: [Cl:1][C:2]1[N:10]=[C:9]2[C:5]([N:6]=[CH:7][N:8]2[CH:11]([CH3:14])[CH2:12][CH3:13])=[C:4](Cl)[N:3]=1.C(O)CCC.[NH2:21][C:22]1[CH:27]=[CH:26][CH:25]=[CH:24][CH:23]=1. Given the product [Cl:1][C:2]1[N:10]=[C:9]2[C:5]([N:6]=[CH:7][N:8]2[CH:11]([CH3:14])[CH2:12][CH3:13])=[C:4]([NH:21][C:22]2[CH:27]=[CH:26][CH:25]=[CH:24][CH:23]=2)[N:3]=1, predict the reactants needed to synthesize it. (3) Given the product [NH2:19][C:20]1[C:25]([C:26]([NH:28][CH3:29])=[O:27])=[C:24]([NH:18][CH:16]([C:8]2[CH:9]=[C:10]3[N:15]([C:7]=2[C:2]2[CH:3]=[CH:4][CH:5]=[CH:6][N:1]=2)[CH:14]=[CH:13][CH:12]=[CH:11]3)[CH3:17])[N:23]=[CH:22][N:21]=1, predict the reactants needed to synthesize it. The reactants are: [N:1]1[CH:6]=[CH:5][CH:4]=[CH:3][C:2]=1[C:7]1[N:15]2[C:10]([CH:11]=[CH:12][CH:13]=[CH:14]2)=[CH:9][C:8]=1[CH:16]([NH2:18])[CH3:17].[NH2:19][C:20]1[C:25]([C:26]([NH:28][CH3:29])=[O:27])=[C:24](Cl)[N:23]=[CH:22][N:21]=1.CCN(C(C)C)C(C)C. (4) Given the product [C:28]([O:31][C:32](=[O:33])[NH:19][C@H:10]1[C@H:11]([C:13]2[CH:14]=[CH:15][CH:16]=[CH:17][CH:18]=2)[CH2:12][N:8]([CH2:1][C:2]2[CH:3]=[CH:4][CH:5]=[CH:6][CH:7]=2)[CH2:9]1)([CH3:30])([CH3:29])[CH3:27], predict the reactants needed to synthesize it. The reactants are: [CH2:1]([N:8]1[CH2:12][C@@H:11]([C:13]2[CH:18]=[CH:17][CH:16]=[CH:15][CH:14]=2)[C@H:10]([NH2:19])[CH2:9]1)[C:2]1[CH:7]=[CH:6][CH:5]=[CH:4][CH:3]=1.C(N(CC)CC)C.[CH3:27][C:28]([O:31][C:32](O[C:32]([O:31][C:28]([CH3:30])([CH3:29])[CH3:27])=[O:33])=[O:33])([CH3:30])[CH3:29]. (5) Given the product [O:12]=[CH:11][C:10]#[C:9][C:6]1[CH:5]=[CH:4][C:3]([C:1]#[N:2])=[CH:8][CH:7]=1, predict the reactants needed to synthesize it. The reactants are: [C:1]([C:3]1[CH:8]=[CH:7][C:6]([C:9]#[C:10][C:11](OCC)=[O:12])=[CH:5][CH:4]=1)#[N:2].CC(C[AlH]CC(C)C)C. (6) Given the product [CH3:28][C:2]1[N:7]=[C:6]([C:8]2[CH:9]=[CH:10][C:11]([CH3:14])=[CH:12][CH:13]=2)[C:5]([N:15]2[CH2:20][CH2:19][N:18]([C:21]3[CH:26]=[CH:25][C:24]([CH3:27])=[CH:23][CH:22]=3)[CH2:17][CH2:16]2)=[CH:4][CH:3]=1, predict the reactants needed to synthesize it. The reactants are: Br[C:2]1[N:7]=[C:6]([C:8]2[CH:13]=[CH:12][C:11]([CH3:14])=[CH:10][CH:9]=2)[C:5]([N:15]2[CH2:20][CH2:19][N:18]([C:21]3[CH:26]=[CH:25][C:24]([CH3:27])=[CH:23][CH:22]=3)[CH2:17][CH2:16]2)=[CH:4][CH:3]=1.[CH3:28]B1OB(C)OB(C)O1.C1COCC1.C(=O)([O-])[O-].[K+].[K+]. (7) Given the product [C:2]([C:7]1[O:11][C:10]([CH2:12][N:13]2[CH:17]=[CH:16][C:15]([NH:18][C:31]([C:27]3[N:28]=[CH:29][O:30][C:26]=3[C:23]3[CH:24]=[CH:25][C:20]([F:19])=[CH:21][CH:22]=3)=[O:32])=[N:14]2)=[CH:9][CH:8]=1)(=[O:6])[CH3:1], predict the reactants needed to synthesize it. The reactants are: [CH3:1][C:2]1([C:7]2[O:11][C:10]([CH2:12][N:13]3[CH:17]=[CH:16][C:15]([NH2:18])=[N:14]3)=[CH:9][CH:8]=2)[O:6]CCO1.[F:19][C:20]1[CH:25]=[CH:24][C:23]([C:26]2[O:30][CH:29]=[N:28][C:27]=2[C:31](O)=[O:32])=[CH:22][CH:21]=1. (8) Given the product [C:1]([O:5][C:6](=[O:18])[NH:7][C:8]1[CH:13]=[CH:12][C:11]([C:27]2[C:28]3[C:23](=[CH:22][CH:21]=[CH:20][CH:19]=3)[CH:24]=[CH:25][CH:26]=2)=[CH:10][C:9]=1[N+:15]([O-:17])=[O:16])([CH3:4])([CH3:3])[CH3:2], predict the reactants needed to synthesize it. The reactants are: [C:1]([O:5][C:6](=[O:18])[NH:7][C:8]1[CH:13]=[CH:12][C:11](I)=[CH:10][C:9]=1[N+:15]([O-:17])=[O:16])([CH3:4])([CH3:3])[CH3:2].[C:19]1(B(O)O)[C:28]2[C:23](=[CH:24][CH:25]=[CH:26][CH:27]=2)[CH:22]=[CH:21][CH:20]=1. (9) Given the product [Cl:11][C:6]1[N:5]=[C:4]([C:12]2[CH:17]=[CH:16][C:15]([N+:18]([O-:20])=[O:19])=[CH:14][CH:13]=2)[N:3]=[C:2]([N:21]2[CH2:26][CH2:25][O:24][CH2:23][CH2:22]2)[C:7]=1[O:8][CH2:9][CH3:10], predict the reactants needed to synthesize it. The reactants are: Cl[C:2]1[C:7]([O:8][CH2:9][CH3:10])=[C:6]([Cl:11])[N:5]=[C:4]([C:12]2[CH:17]=[CH:16][C:15]([N+:18]([O-:20])=[O:19])=[CH:14][CH:13]=2)[N:3]=1.[NH:21]1[CH2:26][CH2:25][O:24][CH2:23][CH2:22]1.[NH4+].[Cl-].